This data is from Reaction yield outcomes from USPTO patents with 853,638 reactions. The task is: Predict the reaction yield, written as a fraction of the theoretical maximum amount of product (1.0 means a 100% yield; for example, 0.34 means a 34% yield). The reactants are [H-].[Na+].[NH:3]1[C:11]2[C:6](=[N:7][CH:8]=[C:9]([C:12]3[CH:17]=[CH:16][N:15]=[C:14]([C:18]([O:20]C(C)C)=[O:19])[CH:13]=3)[CH:10]=2)[CH:5]=[CH:4]1.[CH:24](I)([CH3:26])[CH3:25]. The catalyst is CN(C)C=O. The product is [CH:24]([N:3]1[C:11]2[C:6](=[N:7][CH:8]=[C:9]([C:12]3[CH:17]=[CH:16][N:15]=[C:14]([C:18]([OH:20])=[O:19])[CH:13]=3)[CH:10]=2)[CH:5]=[CH:4]1)([CH3:26])[CH3:25]. The yield is 0.200.